From a dataset of Forward reaction prediction with 1.9M reactions from USPTO patents (1976-2016). Predict the product of the given reaction. (1) Given the reactants C(OC([N:8]1[CH2:13][CH2:12][N:11]2[C:14]([C:20]([F:23])([F:22])[F:21])=[N:15][C:16]([C:17](=[O:19])[CH3:18])=[C:10]2[CH2:9]1)=O)(C)(C)C.Cl, predict the reaction product. The product is: [F:23][C:20]([F:21])([F:22])[C:14]1[N:11]2[CH2:12][CH2:13][NH:8][CH2:9][C:10]2=[C:16]([C:17](=[O:19])[CH3:18])[N:15]=1. (2) Given the reactants C(OC([N:8]1[C:12]2[CH:13]=[CH:14][CH:15]=[CH:16][C:11]=2[N:10]=[C:9]1[CH2:17][N:18]([CH2:29][CH2:30][CH2:31][C:32]1[N:33]=[CH:34][N:35](C(OC(C)(C)C)=O)[CH:36]=1)[CH:19]1[C:28]2[N:27]=[CH:26][CH:25]=[CH:24][C:23]=2[CH2:22][CH2:21][CH2:20]1)=O)(C)(C)C.C(O)(C(F)(F)F)=O.C(Cl)Cl, predict the reaction product. The product is: [NH:8]1[C:12]2[CH:13]=[CH:14][CH:15]=[CH:16][C:11]=2[N:10]=[C:9]1[CH2:17][N:18]([CH2:29][CH2:30][CH2:31][C:32]1[N:33]=[CH:34][NH:35][CH:36]=1)[CH:19]1[C:28]2[N:27]=[CH:26][CH:25]=[CH:24][C:23]=2[CH2:22][CH2:21][CH2:20]1. (3) Given the reactants [F:1][C:2]1[CH:7]=[CH:6][C:5]([C:8]2[C:9]3[CH:24]=[CH:23][CH:22]=[N:21][C:10]=3[NH:11][C:12](=O)[CH:13]([C:15]3[S:16][CH:17]=[CH:18][CH:19]=3)[N:14]=2)=[CH:4][CH:3]=1.[CH:25]1([NH2:28])[CH2:27][CH2:26]1, predict the reaction product. The product is: [CH:25]1([NH:28][C:12]2[CH:13]([C:15]3[S:16][CH:17]=[CH:18][CH:19]=3)[N:14]=[C:8]([C:5]3[CH:6]=[CH:7][C:2]([F:1])=[CH:3][CH:4]=3)[C:9]3[CH:24]=[CH:23][CH:22]=[N:21][C:10]=3[N:11]=2)[CH2:27][CH2:26]1. (4) Given the reactants [CH3:1][O:2][C:3](=[O:25])[CH2:4][C:5]1[CH:10]=[C:9]([Br:11])[C:8]([O:12][C:13]2[CH:18]=[CH:17][C:16]([O:19][CH3:20])=[C:15]([CH:21]([CH3:23])[CH3:22])[CH:14]=2)=[C:7]([Br:24])[CH:6]=1.[C:26]1([CH3:35])[CH:31]=[CH:30][C:29]([C:32](Cl)=[O:33])=[CH:28][CH:27]=1, predict the reaction product. The product is: [CH3:1][O:2][C:3](=[O:25])[CH2:4][C:5]1[CH:10]=[C:9]([Br:11])[C:8]([O:12][C:13]2[CH:14]=[C:15]([CH:21]([CH3:23])[CH3:22])[C:16]([O:19][CH3:20])=[CH:17][C:18]=2[C:32](=[O:33])[C:29]2[CH:30]=[CH:31][C:26]([CH3:35])=[CH:27][CH:28]=2)=[C:7]([Br:24])[CH:6]=1.